This data is from Forward reaction prediction with 1.9M reactions from USPTO patents (1976-2016). The task is: Predict the product of the given reaction. (1) Given the reactants NC1C=[C:4](C=CC=1)[O:5]C1C=CC=C(O[C:13]2[CH:18]=[CH:17][CH:16]=[C:15]([NH2:19])[CH:14]=2)C=1.N[C:24]1[C:25]([NH2:31])=[C:26]([OH:30])[CH:27]=[CH:28][CH:29]=1.[CH:32]1[C:37](O[C:39]2[CH:44]=[CH:43][C:42]3[C:45]([O:47][C:48](=[O:49])[C:41]=3[CH:40]=2)=[O:46])=C[C:35]2C(O[C:53](=O)[C:34]=2[CH:33]=1)=O.[C:55]1([CH3:61])[CH:60]=[CH:59][CH:58]=[CH:57][CH:56]=1.[C:62]1(=[O:67])[O:66]CCC1, predict the reaction product. The product is: [CH3:35][C:34]1([CH3:53])[C:29]2[CH:24]=[C:25]([NH2:31])[CH:26]=[CH:27][C:28]=2[C:32]([C:18]2[CH:13]=[CH:14][C:15]([NH2:19])=[CH:16][CH:17]=2)([CH3:37])[CH2:33]1.[CH:57]1[C:58]([C:4]([C:39]2[CH:44]=[CH:43][C:42]3[C:45]([O:47][C:48](=[O:49])[C:41]=3[CH:40]=2)=[O:46])=[O:5])=[CH:59][C:60]2[C:62]([O:66][C:61](=[O:30])[C:55]=2[CH:56]=1)=[O:67]. (2) Given the reactants [CH2:1]([CH:3]1[C:8]([C:9]2[CH:24]=[CH:23][C:12]3[N:13]=[C:14]([C:16]4[CH:21]=[CH:20][C:19]([OH:22])=[CH:18][CH:17]=4)[O:15][C:11]=3[CH:10]=2)=[N:7][NH:6][C:5](=[O:25])[CH2:4]1)[CH3:2].Br[CH2:27][CH:28]([O:31][CH3:32])[O:29][CH3:30].C(=O)([O-])[O-].[K+].[K+].CN(C=O)C, predict the reaction product. The product is: [CH3:30][O:29][CH:28]([O:31][CH3:32])[CH2:27][O:22][C:19]1[CH:20]=[CH:21][C:16]([C:14]2[O:15][C:11]3[CH:10]=[C:9]([C:8]4[CH:3]([CH2:1][CH3:2])[CH2:4][C:5](=[O:25])[NH:6][N:7]=4)[CH:24]=[CH:23][C:12]=3[N:13]=2)=[CH:17][CH:18]=1.